This data is from Peptide-MHC class I binding affinity with 185,985 pairs from IEDB/IMGT. The task is: Regression. Given a peptide amino acid sequence and an MHC pseudo amino acid sequence, predict their binding affinity value. This is MHC class I binding data. (1) The binding affinity (normalized) is 0.572. The peptide sequence is LPTKLRPSA. The MHC is HLA-B07:02 with pseudo-sequence HLA-B07:02. (2) The peptide sequence is RMQFSSFTV. The MHC is HLA-A02:01 with pseudo-sequence HLA-A02:01. The binding affinity (normalized) is 0.692. (3) The peptide sequence is LVAPHMAMM. The MHC is HLA-A01:01 with pseudo-sequence HLA-A01:01. The binding affinity (normalized) is 0.0847. (4) The peptide sequence is NTTQQGDMY. The MHC is HLA-A31:01 with pseudo-sequence HLA-A31:01. The binding affinity (normalized) is 0.0847. (5) The peptide sequence is HRDGKPRYL. The MHC is HLA-A02:01 with pseudo-sequence HLA-A02:01. The binding affinity (normalized) is 0.0847.